This data is from Full USPTO retrosynthesis dataset with 1.9M reactions from patents (1976-2016). The task is: Predict the reactants needed to synthesize the given product. (1) Given the product [Cl-:1].[Cl:1][CH2:2][C:3]1[C:13]2[C:8](=[CH:9][C:10]([O:14][CH3:15])=[CH:11][CH:12]=2)[CH2:7][CH2:6][NH+:5]=1, predict the reactants needed to synthesize it. The reactants are: [Cl:1][CH2:2][C:3]([NH:5][CH2:6][CH2:7][C:8]1[CH:13]=[CH:12][CH:11]=[C:10]([O:14][CH3:15])[CH:9]=1)=O.O=P12OP3(OP(OP(O3)(O1)=O)(=O)O2)=O.Cl.CCOCC. (2) Given the product [C:1]([NH:5][S:6]([C:9]1[O:10][C:11]([C:14]2[N:19]=[C:18]([NH:32][C:29]3[CH:28]=[C:27]([CH:24]4[CH2:26][CH2:25]4)[NH:31][N:30]=3)[C:17]([Cl:23])=[CH:16][N:15]=2)=[CH:12][CH:13]=1)(=[O:8])=[O:7])([CH3:4])([CH3:3])[CH3:2], predict the reactants needed to synthesize it. The reactants are: [C:1]([NH:5][S:6]([C:9]1[O:10][C:11]([C:14]2[N:19]=[C:18](S(C)=O)[C:17]([Cl:23])=[CH:16][N:15]=2)=[CH:12][CH:13]=1)(=[O:8])=[O:7])([CH3:4])([CH3:3])[CH3:2].[CH:24]1([C:27]2[NH:31][N:30]=[C:29]([NH2:32])[CH:28]=2)[CH2:26][CH2:25]1. (3) Given the product [NH2:8][CH2:9][CH2:10][CH2:11][C@H:12]([NH:16][C:17]([C:19]1[C:20](=[O:34])[N:21]([CH2:25][C:26]2[CH:31]=[C:30]([Br:32])[CH:29]=[C:28]([Br:33])[CH:27]=2)[CH:22]=[CH:23][CH:24]=1)=[O:18])[C:13]([OH:15])=[O:14].[C:35]([OH:41])([C:37]([F:40])([F:39])[F:38])=[O:36], predict the reactants needed to synthesize it. The reactants are: C(OC([NH:8][CH2:9][CH2:10][CH2:11][C@H:12]([NH:16][C:17]([C:19]1[C:20](=[O:34])[N:21]([CH2:25][C:26]2[CH:31]=[C:30]([Br:32])[CH:29]=[C:28]([Br:33])[CH:27]=2)[CH:22]=[CH:23][CH:24]=1)=[O:18])[C:13]([OH:15])=[O:14])=O)(C)(C)C.[C:35]([OH:41])([C:37]([F:40])([F:39])[F:38])=[O:36]. (4) Given the product [OH:43][C:28]([CH3:42])([CH3:27])[CH2:29][N:30]([CH2:31][CH2:32][CH2:33][S:34]([CH2:36][CH2:37][C:38]([F:41])([F:39])[F:40])=[O:35])[CH2:2][CH2:3][CH2:4][CH2:5][CH2:6][CH2:7][C:8]1[C:14]2[CH:15]=[CH:16][C:17]([OH:19])=[CH:18][C:13]=2[CH2:12][CH2:11][CH2:10][C:9]=1[C:20]1[CH:25]=[CH:24][CH:23]=[C:22]([OH:26])[CH:21]=1, predict the reactants needed to synthesize it. The reactants are: Br[CH2:2][CH2:3][CH2:4][CH2:5][CH2:6][CH2:7][C:8]1[C:14]2[CH:15]=[CH:16][C:17]([OH:19])=[CH:18][C:13]=2[CH2:12][CH2:11][CH2:10][C:9]=1[C:20]1[CH:25]=[CH:24][CH:23]=[C:22]([OH:26])[CH:21]=1.[CH3:27][C:28]([OH:43])([CH3:42])[CH2:29][NH:30][CH2:31][CH2:32][CH2:33][S:34]([CH2:36][CH2:37][C:38]([F:41])([F:40])[F:39])=[O:35].